This data is from NCI-60 drug combinations with 297,098 pairs across 59 cell lines. The task is: Regression. Given two drug SMILES strings and cell line genomic features, predict the synergy score measuring deviation from expected non-interaction effect. (1) Drug 1: CCC1=CC2CC(C3=C(CN(C2)C1)C4=CC=CC=C4N3)(C5=C(C=C6C(=C5)C78CCN9C7C(C=CC9)(C(C(C8N6C)(C(=O)OC)O)OC(=O)C)CC)OC)C(=O)OC.C(C(C(=O)O)O)(C(=O)O)O. Drug 2: C(=O)(N)NO. Cell line: ACHN. Synergy scores: CSS=46.7, Synergy_ZIP=-8.81, Synergy_Bliss=0.814, Synergy_Loewe=-6.95, Synergy_HSA=3.96. (2) Drug 1: CC1C(C(CC(O1)OC2CC(CC3=C2C(=C4C(=C3O)C(=O)C5=C(C4=O)C(=CC=C5)OC)O)(C(=O)C)O)N)O.Cl. Drug 2: C1CN(CCN1C(=O)CCBr)C(=O)CCBr. Cell line: MALME-3M. Synergy scores: CSS=10.8, Synergy_ZIP=-4.57, Synergy_Bliss=4.58, Synergy_Loewe=-5.63, Synergy_HSA=3.16.